This data is from Retrosynthesis with 50K atom-mapped reactions and 10 reaction types from USPTO. The task is: Predict the reactants needed to synthesize the given product. Given the product Cc1nn(-c2ccc(C(N)=O)c(NCCCOCCOCCOCCOCCOCCCNC(=O)CC[C@H](NC(=O)c3ccc(N(C)Cc4cnc5nc(N)nc(N)c5n4)cc3)C(=O)O)c2)c2c1C(=O)CC(C)(C)C2, predict the reactants needed to synthesize it. The reactants are: CN(Cc1cnc2nc(N)nc(N)c2n1)c1ccc(C(=O)N[C@@H](CCC(=O)O)C(=O)O)cc1.Cc1nn(-c2ccc(C(N)=O)c(NCCCOCCOCCOCCOCCOCCCN)c2)c2c1C(=O)CC(C)(C)C2.